Dataset: Forward reaction prediction with 1.9M reactions from USPTO patents (1976-2016). Task: Predict the product of the given reaction. (1) Given the reactants ClC1C=C(C(OO)=[O:9])C=CC=1.[O:12]1[C:16]2[CH:17]=[CH:18][CH:19]=[CH:20][C:15]=2[N:14]=[C:13]1[C:21]1[C:22]([NH2:39])=[N:23][CH:24]=[C:25]([C:27]2[CH:28]=[N:29][N:30]([CH:32]3[CH2:37][CH2:36][N:35]([CH3:38])[CH2:34][CH2:33]3)[CH:31]=2)[CH:26]=1, predict the reaction product. The product is: [O:12]1[C:16]2[CH:17]=[CH:18][CH:19]=[CH:20][C:15]=2[N:14]=[C:13]1[C:21]1[C:22]([NH2:39])=[N:23][CH:24]=[C:25]([C:27]2[CH:28]=[N:29][N:30]([CH:32]3[CH2:33][CH2:34][N+:35]([CH3:38])([O-:9])[CH2:36][CH2:37]3)[CH:31]=2)[CH:26]=1. (2) Given the reactants [CH2:1]([O:8][C:9]1[CH:14]=[C:13]([C:15](OCC2C=CC=CC=2)=[O:16])[CH:12]=[C:11]([O:25][CH2:26][C:27]2[CH:32]=[CH:31][CH:30]=[CH:29][CH:28]=2)[C:10]=1[C:33]1[CH:38]=[CH:37][C:36]([F:39])=[CH:35][CH:34]=1)[C:2]1[CH:7]=[CH:6][CH:5]=[CH:4][CH:3]=1.Cl.[CH3:41][O:42][NH:43][CH3:44].C([Mg]Cl)(C)C, predict the reaction product. The product is: [CH2:1]([O:8][C:9]1[CH:14]=[C:13]([C:15]([N:43]([O:42][CH3:41])[CH3:44])=[O:16])[CH:12]=[C:11]([O:25][CH2:26][C:27]2[CH:28]=[CH:29][CH:30]=[CH:31][CH:32]=2)[C:10]=1[C:33]1[CH:34]=[CH:35][C:36]([F:39])=[CH:37][CH:38]=1)[C:2]1[CH:3]=[CH:4][CH:5]=[CH:6][CH:7]=1. (3) Given the reactants [CH2:1]([O:3][C:4](=[O:29])[CH2:5][N:6]1[CH:11]=[CH:10][N:9]=[C:8]([NH:12][CH2:13][CH2:14][CH2:15][N:16]([C:21]([O:23][C:24]([CH3:27])([CH3:26])[CH3:25])=[O:22])[CH2:17][CH:18]2[CH2:20][CH2:19]2)[C:7]1=[O:28])[CH3:2].[Cl:30]N1C(=O)CCC1=O, predict the reaction product. The product is: [CH2:1]([O:3][C:4](=[O:29])[CH2:5][N:6]1[C:11]([Cl:30])=[CH:10][N:9]=[C:8]([NH:12][CH2:13][CH2:14][CH2:15][N:16]([C:21]([O:23][C:24]([CH3:25])([CH3:27])[CH3:26])=[O:22])[CH2:17][CH:18]2[CH2:19][CH2:20]2)[C:7]1=[O:28])[CH3:2]. (4) Given the reactants C([O:5][C:6](=[O:21])[CH2:7][NH:8][C:9]1[S:10][CH:11]=[C:12]([C:14]2[CH:19]=[CH:18][C:17]([F:20])=[CH:16][CH:15]=2)[N:13]=1)(C)(C)C.[C:22]([OH:28])([C:24]([F:27])([F:26])[F:25])=[O:23], predict the reaction product. The product is: [F:25][C:24]([F:27])([F:26])[C:22]([OH:28])=[O:23].[F:20][C:17]1[CH:16]=[CH:15][C:14]([C:12]2[N:13]=[C:9]([NH:8][CH2:7][C:6]([OH:21])=[O:5])[S:10][CH:11]=2)=[CH:19][CH:18]=1. (5) Given the reactants [Br:1][C:2]1[CH:11]=[CH:10][CH:9]=[C:8]2[C:3]=1[C:4]([NH:13][CH2:14][CH:15]([CH3:17])[CH3:16])=[C:5]([NH2:12])[CH:6]=[N:7]2.[CH:18](OCC)(OCC)OCC.Cl.N1C=CC=CC=1, predict the reaction product. The product is: [Br:1][C:2]1[C:3]2[C:4]3[N:13]([CH2:14][CH:15]([CH3:17])[CH3:16])[CH:18]=[N:12][C:5]=3[CH:6]=[N:7][C:8]=2[CH:9]=[CH:10][CH:11]=1. (6) The product is: [F:1][C:2]1[CH:3]=[CH:4][C:5]([C:8]2[C:20]([C:21]3[CH:22]=[CH:23][N:42]=[C:40]([NH:39][CH2:38][CH2:37][CH2:36][O:35][CH2:34][C:33]4[CH:32]=[CH:31][C:30]([O:29][CH3:28])=[CH:44][CH:43]=4)[N:41]=3)=[C:11]3[CH:12]=[CH:13][C:14]([C:16]([F:17])([F:19])[F:18])=[CH:15][N:10]3[N:9]=2)=[CH:6][CH:7]=1. Given the reactants [F:1][C:2]1[CH:7]=[CH:6][C:5]([C:8]2[C:20]([C:21](=O)[CH:22]=[CH:23]N(C)C)=[C:11]3[CH:12]=[CH:13][C:14]([C:16]([F:19])([F:18])[F:17])=[CH:15][N:10]3[N:9]=2)=[CH:4][CH:3]=1.[CH3:28][O:29][C:30]1[CH:44]=[CH:43][C:33]([CH2:34][O:35][CH2:36][CH2:37][CH2:38][NH:39][C:40]([NH2:42])=[NH:41])=[CH:32][CH:31]=1.C(=O)([O-])[O-].[K+].[K+].O, predict the reaction product. (7) Given the reactants [O:1]=[C:2]1[CH2:10][C:9]2[C:4](=[CH:5][C:6]([C:11]([C:13]3[CH:14]=[C:15]([NH:19][C:20]([C:22]4[C:23]([CH3:27])=[N:24][O:25][CH:26]=4)=[O:21])[CH:16]=[CH:17][CH:18]=3)=[O:12])=[CH:7][CH:8]=2)[NH:3]1.[CH:28](OCC)=[O:29].[O-]CC.[Na+].Cl, predict the reaction product. The product is: [OH:29][CH:28]=[C:10]1[C:9]2[C:4](=[CH:5][C:6]([C:11]([C:13]3[CH:14]=[C:15]([NH:19][C:20]([C:22]4[C:23]([CH3:27])=[N:24][O:25][CH:26]=4)=[O:21])[CH:16]=[CH:17][CH:18]=3)=[O:12])=[CH:7][CH:8]=2)[NH:3][C:2]1=[O:1]. (8) Given the reactants [NH:1]1[CH2:6][CH2:5][CH2:4][CH2:3][CH2:2]1.C([O-])([O-])=O.[Cs+].[Cs+].Br[CH2:14][C:15]#[CH:16], predict the reaction product. The product is: [CH2:16]([N:1]1[CH2:6][CH2:5][CH2:4][CH2:3][CH2:2]1)[C:15]#[CH:14]. (9) Given the reactants [F:1][C:2]1[C:11]([NH:12][S:13]([C:16]2[CH:21]=[CH:20][C:19]([O:22]C)=[CH:18][CH:17]=2)(=[O:15])=[O:14])=[CH:10][C:5]2[B:6]([OH:9])[O:7][CH2:8][C:4]=2[CH:3]=1.B(Br)(Br)Br, predict the reaction product. The product is: [F:1][C:2]1[C:11]([NH:12][S:13]([C:16]2[CH:17]=[CH:18][C:19]([OH:22])=[CH:20][CH:21]=2)(=[O:14])=[O:15])=[CH:10][C:5]2[B:6]([OH:9])[O:7][CH2:8][C:4]=2[CH:3]=1. (10) Given the reactants CC1N=C([C:7]2[CH:31]=[CH:30][CH:29]=[CH:28][C:8]=2[C:9]([NH:11][C@H:12]2[CH2:16][CH2:15][CH2:14][C@@H:13]2[NH:17][C:18]2[CH:23]=[CH:22][C:21]([C:24]([F:27])([F:26])[F:25])=[CH:20][N:19]=2)=[O:10])ON=1.[N:32]1[N:33](C2C=CC=CC=2C(O)=O)[N:34]=[CH:35][CH:36]=1.Cl.FC(F)(F)C1C=CC(N[C@H]2CCC[C@@H]2N)=NC=1, predict the reaction product. The product is: [N:32]1[N:33]([C:7]2[CH:31]=[CH:30][CH:29]=[CH:28][C:8]=2[C:9]([NH:11][C@H:12]2[CH2:16][CH2:15][CH2:14][C@@H:13]2[NH:17][C:18]2[CH:23]=[CH:22][C:21]([C:24]([F:27])([F:25])[F:26])=[CH:20][N:19]=2)=[O:10])[N:34]=[CH:35][CH:36]=1.